This data is from Experimental lipophilicity measurements (octanol/water distribution) for 4,200 compounds from AstraZeneca. The task is: Regression/Classification. Given a drug SMILES string, predict its absorption, distribution, metabolism, or excretion properties. Task type varies by dataset: regression for continuous measurements (e.g., permeability, clearance, half-life) or binary classification for categorical outcomes (e.g., BBB penetration, CYP inhibition). For this dataset (lipophilicity_astrazeneca), we predict Y. (1) The drug is CC12CCC(=O)C=C1CCC1C2CCC2(C)C(O)CCC12. The Y is 3.30 logD. (2) The compound is O=C(NCC12CC3CC(CC(C3)C1)C2)c1cc(-n2ncc(=O)[nH]c2=O)ccc1Cl. The Y is 2.10 logD. (3) The molecule is FC(F)(F)c1cc(COCC(c2ccccc2)N2CCNCC2)cc(C(F)(F)F)c1. The Y is 2.90 logD. (4) The Y is 1.78 logD. The molecule is Cc1ccc2c(c1)c(-c1ccnc3ccc(C(F)(F)F)cc13)c(C)n2CC(=O)O. (5) The drug is O=c1[nH]c2cc(Cl)ccc2c(O)c1-c1cccc(Oc2ccccc2)c1. The Y is 2.96 logD. (6) The compound is C[C@H](NC(=O)/C=C/c1ccccc1)c1cccc(N2CCOCC2)c1. The Y is 3.24 logD. (7) The drug is Cc1cc(Cl)ccc1OC1CCN(C[C@H](O)CNC(=O)c2c[nH]c(=O)c3c(F)cccc23)CC1. The Y is 3.00 logD. (8) The drug is O=C(NC[C@@H](O)CN1CCC(Oc2ccc(Cl)c(Cl)c2)CC1)c1c[nH]c(=O)cc1C(F)(F)F. The Y is 2.71 logD. (9) The molecule is CCOc1ccc(-n2c([C@@H](C)N(Cc3cccnc3)C(=O)Cc3ccc(C(F)(F)F)cc3)nc3ccccc3c2=O)cc1. The Y is 4.25 logD. (10) The drug is O=C(NCC12CC3CC(CC(C3)C1)C2)c1cc(O[C@H]2CCCNC2)ccc1Cl. The Y is 2.18 logD.